Predict which catalyst facilitates the given reaction. From a dataset of Catalyst prediction with 721,799 reactions and 888 catalyst types from USPTO. (1) Reactant: [Cl:1][C:2]1[CH:3]=[C:4]([C:8]2[CH:9]=[C:10]([OH:17])[C:11](C(O)=O)=[N:12][CH:13]=2)[CH:5]=[CH:6][CH:7]=1.Cl.[CH3:19][O:20][C:21](=[O:24])[CH2:22][NH2:23].C(N(C(C)C)CC)(C)C.Cl. Product: [Cl:1][C:2]1[CH:3]=[C:4]([C:8]2[CH:9]=[C:10]([OH:17])[C:11]([NH:23][CH2:22][C:21]([O:20][CH3:19])=[O:24])=[N:12][CH:13]=2)[CH:5]=[CH:6][CH:7]=1. The catalyst class is: 374. (2) Reactant: Cl[C:2]1[CH:11]=[CH:10][C:9]2[C:4](=[CH:5][CH:6]=[C:7]([F:12])[CH:8]=2)[N:3]=1.C(=O)([O-])[O-].[K+].[K+].[NH:19]1[CH2:24][CH2:23][NH:22][CH2:21][CH2:20]1. Product: [F:12][C:7]1[CH:8]=[C:9]2[C:4](=[CH:5][CH:6]=1)[N:3]=[C:2]([N:19]1[CH2:24][CH2:23][NH:22][CH2:21][CH2:20]1)[CH:11]=[CH:10]2. The catalyst class is: 9. (3) Reactant: CS(O[CH2:6][CH2:7][C:8]1[CH:13]=[CH:12][CH:11]=[C:10]([NH:14][C:15]2[N:24]=[CH:23][C:22]3[CH2:21][C@@H:20]([C:25]4[CH:30]=[CH:29][CH:28]=[CH:27][C:26]=4[F:31])[C:19]4[CH:32]=[CH:33][CH:34]=[CH:35][C:18]=4[C:17]=3[N:16]=2)[CH:9]=1)(=O)=O.[CH3:36][O:37][CH2:38][CH2:39][N:40]1[CH2:45][CH2:44][NH:43][CH2:42][CH2:41]1.C(N(CC)CC)C.O. Product: [F:31][C:26]1[CH:27]=[CH:28][CH:29]=[CH:30][C:25]=1[C@H:20]1[C:19]2[CH:32]=[CH:33][CH:34]=[CH:35][C:18]=2[C:17]2[N:16]=[C:15]([NH:14][C:10]3[CH:11]=[CH:12][CH:13]=[C:8]([CH2:7][CH2:6][N:43]4[CH2:44][CH2:45][N:40]([CH2:39][CH2:38][O:37][CH3:36])[CH2:41][CH2:42]4)[CH:9]=3)[N:24]=[CH:23][C:22]=2[CH2:21]1. The catalyst class is: 80. (4) Reactant: F[C:2]1[C:7](F)=[CH:6][C:5]([C:9]2[CH:14]=[CH:13][N:12]=[CH:11][C:10]=2[N:15]([CH2:32][CH2:33][S:34]([CH3:37])(=[O:36])=[O:35])C(=O)C2C=C(C(F)(F)F)N=C(C(F)(F)F)C=2)=[C:4](OC)[CH:3]=1.[CH3:40]C1C=CC=CC=1B(O)O. Product: [CH3:37][S:34]([CH2:33][CH2:32][NH:15][C:10]1[CH:11]=[N:12][CH:13]=[CH:14][C:9]=1[C:5]1[CH:6]=[CH:7][CH:2]=[CH:3][C:4]=1[CH3:40])(=[O:35])=[O:36]. The catalyst class is: 61. (5) Reactant: [NH:1]1[C:9]2[C:4](=[CH:5][CH:6]=[CH:7][CH:8]=2)[C:3](/[CH:10]=[C:11]2\[O:12][C:13]3[C:20]([CH2:21][N:22]4[CH2:27][CH2:26][N:25](C(OC(C)(C)C)=O)[CH2:24][CH2:23]4)=[C:19]([O:35][CH2:36][CH2:37][CH3:38])[CH:18]=[CH:17][C:14]=3[C:15]\2=[O:16])=[N:2]1.FC(F)(F)C(O)=O.C(=O)([O-])O.[Na+]. Product: [NH:1]1[C:9]2[C:4](=[CH:5][CH:6]=[CH:7][CH:8]=2)[C:3](/[CH:10]=[C:11]2\[O:12][C:13]3[C:20]([CH2:21][N:22]4[CH2:23][CH2:24][NH:25][CH2:26][CH2:27]4)=[C:19]([O:35][CH2:36][CH2:37][CH3:38])[CH:18]=[CH:17][C:14]=3[C:15]\2=[O:16])=[N:2]1. The catalyst class is: 2. (6) Reactant: [CH3:1][O:2][CH2:3][C:4]1[CH:9]=[C:8]([C:10]([O:12]C)=[O:11])[CH:7]=[CH:6][C:5]=1[C:14]1[CH:19]=[CH:18][CH:17]=[CH:16][C:15]=1[CH3:20].[OH-].[Na+]. Product: [CH3:1][O:2][CH2:3][C:4]1[CH:9]=[C:8]([C:10]([OH:12])=[O:11])[CH:7]=[CH:6][C:5]=1[C:14]1[CH:19]=[CH:18][CH:17]=[CH:16][C:15]=1[CH3:20]. The catalyst class is: 88.